Dataset: Reaction yield outcomes from USPTO patents with 853,638 reactions. Task: Predict the reaction yield, written as a fraction of the theoretical maximum amount of product (1.0 means a 100% yield; for example, 0.34 means a 34% yield). (1) The reactants are C(N(CC)CC)C.[CH2:8]([NH2:12])[CH:9]([CH3:11])[CH3:10].[CH:13]1([C:16](Cl)=[O:17])[CH2:15][CH2:14]1. The catalyst is C(Cl)Cl. The product is [CH:9]1([CH2:8][NH:12][C:16](=[O:17])[CH:13]([CH3:15])[CH3:14])[CH2:11][CH2:10]1. The yield is 1.00. (2) The reactants are [Cl:1][C:2]([Cl:34])([Cl:33])[C:3]([O:6][C:7]([N:9]1[CH:14]2[C:15]([C:27]([OH:29])=O)=[C:16]([C:18]3[CH:23]=[CH:22][CH:21]=[C:20]([CH2:24][CH2:25][OH:26])[CH:19]=3)[CH2:17][CH:10]1[CH2:11][N:12]([C:30](=[O:32])[CH3:31])[CH2:13]2)=[O:8])([CH3:5])[CH3:4].[CH3:35][NH:36][CH2:37][CH2:38][C:39]1[CH:44]=[CH:43][CH:42]=[CH:41][CH:40]=1.CCN(C(C)C)C(C)C.C1C=CC2N(O)N=NC=2C=1.CCN=C=NCCCN(C)C.Cl. The catalyst is CN(C1C=CN=CC=1)C.C(Cl)(Cl)Cl.C(Cl)Cl. The product is [Cl:34][C:2]([Cl:33])([Cl:1])[C:3]([O:6][C:7]([N:9]1[CH:14]2[C:15]([C:27](=[O:29])[N:36]([CH3:35])[CH2:37][CH2:38][C:39]3[CH:44]=[CH:43][CH:42]=[CH:41][CH:40]=3)=[C:16]([C:18]3[CH:23]=[CH:22][CH:21]=[C:20]([CH2:24][CH2:25][OH:26])[CH:19]=3)[CH2:17][CH:10]1[CH2:11][N:12]([C:30](=[O:32])[CH3:31])[CH2:13]2)=[O:8])([CH3:4])[CH3:5]. The yield is 0.800. (3) The reactants are [H-].[Na+].[Cl:3][C:4]1[C:5]([Cl:25])=[CH:6][C:7]2[C:8]3[CH2:17][CH2:16][N:15]([C:18]([O:20][C:21]([CH3:24])([CH3:23])[CH3:22])=[O:19])[CH2:14][CH2:13][C:9]=3[NH:10][C:11]=2[CH:12]=1.Br[CH2:27][C:28]([O:30][CH2:31][CH3:32])=[O:29]. The catalyst is CN(C=O)C. The product is [Cl:3][C:4]1[C:5]([Cl:25])=[CH:6][C:7]2[C:8]3[CH2:17][CH2:16][N:15]([C:18]([O:20][C:21]([CH3:22])([CH3:24])[CH3:23])=[O:19])[CH2:14][CH2:13][C:9]=3[N:10]([CH2:27][C:28]([O:30][CH2:31][CH3:32])=[O:29])[C:11]=2[CH:12]=1. The yield is 0.840. (4) The reactants are [NH3:1].Cl[C:3]1[C:8]([CH2:9][C:10]2[CH:15]=[C:14]([Cl:16])[C:13]([O:17][CH3:18])=[CH:12][C:11]=2[CH:19]([CH3:21])[CH3:20])=[CH:7][N:6]=[C:5]([S:22][CH3:23])[N:4]=1. The catalyst is CCO. The product is [Cl:16][C:14]1[C:13]([O:17][CH3:18])=[CH:12][C:11]([CH:19]([CH3:21])[CH3:20])=[C:10]([CH:15]=1)[CH2:9][C:8]1[C:3]([NH2:1])=[N:4][C:5]([S:22][CH3:23])=[N:6][CH:7]=1. The yield is 0.920. (5) The reactants are [NH2:1][CH:2]([CH2:14][O:15][CH:16]([F:18])[F:17])[C:3]([NH:5][CH2:6][C:7]1[CH:12]=[CH:11][C:10](F)=[CH:9][CH:8]=1)=[O:4].C(N(CC)CC)C.[CH:26](=[O:28])[CH3:27]. The catalyst is C1COCC1.C(OCC)(=O)C. The product is [C:26]([NH:1][CH:2]([CH2:14][O:15][CH:16]([F:18])[F:17])[C:3]([NH:5][CH2:6][C:7]1[CH:12]=[CH:11][CH:10]=[CH:9][CH:8]=1)=[O:4])(=[O:28])[CH3:27]. The yield is 0.603. (6) The reactants are [Cl:1][C:2]1[CH:3]=[CH:4][C:5]2[N:6]([CH:8]=[CH:9][N:10]=2)[N:7]=1.[Br:11]Br. The catalyst is C(O)(=O)C. The product is [Br:11][C:8]1[N:6]2[N:7]=[C:2]([Cl:1])[CH:3]=[CH:4][C:5]2=[N:10][CH:9]=1. The yield is 0.600. (7) The reactants are [CH3:1][C:2]1[C:14]2[C:13]3[C:8](=[CH:9][CH:10]=[CH:11][CH:12]=3)[C:7](=[O:15])[C:6]=2[CH:5]=[C:4]([C:16]([O:18][CH3:19])=[O:17])[CH:3]=1.C[Si](C)(C)[C:22]([F:25])([F:24])[F:23].C([O-])(=O)C.[Li+].[F-].C([N+](CCCC)(CCCC)CCCC)CCC.C(=O)([O-])O.[Na+]. The catalyst is O1CCCC1.C(O)(=O)C.CN(C)C=O. The product is [OH:15][C:7]1([C:22]([F:25])([F:24])[F:23])[C:6]2[CH:5]=[C:4]([C:16]([O:18][CH3:19])=[O:17])[CH:3]=[C:2]([CH3:1])[C:14]=2[C:13]2[C:8]1=[CH:9][CH:10]=[CH:11][CH:12]=2. The yield is 0.780. (8) The reactants are Cl[C:2]1[N:7]=[C:6]([C:8]2[N:12]3[CH:13]=[CH:14][CH:15]=[CH:16][C:11]3=[N:10][C:9]=2[C:17]2[CH:18]=[C:19]([CH:31]=[CH:32][CH:33]=2)[C:20]([NH:22][C:23]2[C:28]([F:29])=[CH:27][CH:26]=[CH:25][C:24]=2[F:30])=[O:21])[CH:5]=[CH:4][N:3]=1.[CH3:34][O:35][C:36]1[CH:41]=[C:40]([N:42]2[CH2:47][CH2:46][N:45]([CH2:48][CH2:49][CH3:50])[CH2:44][CH2:43]2)[CH:39]=[CH:38][C:37]=1[NH2:51].Cl.O1CCOCC1.C[O-].[Na+]. The catalyst is FC(F)(F)CO.CO.C(Cl)Cl.CCCCCC. The product is [F:30][C:24]1[CH:25]=[CH:26][CH:27]=[C:28]([F:29])[C:23]=1[NH:22][C:20](=[O:21])[C:19]1[CH:31]=[CH:32][CH:33]=[C:17]([C:9]2[N:10]=[C:11]3[CH:16]=[CH:15][CH:14]=[CH:13][N:12]3[C:8]=2[C:6]2[CH:5]=[CH:4][N:3]=[C:2]([NH:51][C:37]3[CH:38]=[CH:39][C:40]([N:42]4[CH2:47][CH2:46][N:45]([CH2:48][CH2:49][CH3:50])[CH2:44][CH2:43]4)=[CH:41][C:36]=3[O:35][CH3:34])[N:7]=2)[CH:18]=1. The yield is 0.700. (9) The reactants are C([O:3][C:4](=[O:35])[C:5]([CH3:34])([O:7][C:8]1[CH:13]=[CH:12][C:11]([O:14][CH2:15][C:16]2[N:17]([CH3:32])[N:18]=[C:19]([C:21]3[CH:26]=[CH:25][C:24]([O:27][C:28]([F:31])([F:30])[F:29])=[CH:23][CH:22]=3)[CH:20]=2)=[CH:10][C:9]=1[CH3:33])[CH3:6])C.[Li+].[OH-]. The catalyst is C1COCC1.CO. The product is [CH3:34][C:5]([O:7][C:8]1[CH:13]=[CH:12][C:11]([O:14][CH2:15][C:16]2[N:17]([CH3:32])[N:18]=[C:19]([C:21]3[CH:26]=[CH:25][C:24]([O:27][C:28]([F:30])([F:29])[F:31])=[CH:23][CH:22]=3)[CH:20]=2)=[CH:10][C:9]=1[CH3:33])([CH3:6])[C:4]([OH:35])=[O:3]. The yield is 0.950.